From a dataset of Forward reaction prediction with 1.9M reactions from USPTO patents (1976-2016). Predict the product of the given reaction. (1) Given the reactants [CH2:1]([O:3][C:4]([C:6]1[NH:7][CH:8]=[CH:9][CH:10]=1)=[O:5])[CH3:2].[Br:11]Br.C(O)C.[O-]CC.[Na+], predict the reaction product. The product is: [CH2:1]([O:3][C:4]([C:6]1[NH:7][CH:8]=[C:9]([Br:11])[CH:10]=1)=[O:5])[CH3:2]. (2) Given the reactants [C:1]([C:5]1[CH:6]=[CH:7][C:8]([CH3:20])=[C:9]([CH:19]=1)[O:10][C:11]1[S:12][CH:13]=[C:14]([C:16]([OH:18])=O)[N:15]=1)([CH3:4])([CH3:3])[CH3:2].[NH2:21][C:22]1[C:23]([O:37][CH3:38])=[N:24][C:25]([NH:30][CH2:31][CH2:32][S:33]([NH2:36])(=[O:35])=[O:34])=[N:26][C:27]=1[O:28][CH3:29].C(N(CC)CC)C.[CH3:46][N:47]([C:49](ON1N=NC2C=CC=CC1=2)=[N+:50]([CH3:52])[CH3:51])[CH3:48].F[P-](F)(F)(F)(F)F.C(=O)(O)[O-].[Na+], predict the reaction product. The product is: [CH3:46][N:47]([C:49]([N:50]([CH3:52])[CH3:51])=[N:36][S:33]([CH2:32][CH2:31][NH:30][C:25]1[N:24]=[C:23]([O:37][CH3:38])[C:22]([NH:21][C:16]([C:14]2[N:15]=[C:11]([O:10][C:9]3[CH:19]=[C:5]([C:1]([CH3:2])([CH3:3])[CH3:4])[CH:6]=[CH:7][C:8]=3[CH3:20])[S:12][CH:13]=2)=[O:18])=[C:27]([O:28][CH3:29])[N:26]=1)(=[O:34])=[O:35])[CH3:48]. (3) The product is: [CH2:8]([O:7][C:5]([C:4]1[C:3](=[O:11])[N:21]([CH2:20][C:15]2[CH:16]=[CH:17][CH:18]=[CH:19][N:14]=2)[C:26]2[C:25]([C:24]=1[OH:23])=[CH:30][CH:29]=[CH:28][CH:27]=2)=[O:6])[CH3:9]. Given the reactants [H-].[Na+].[C:3]([O:11]CC)(=O)[CH2:4][C:5]([O:7][CH2:8][CH3:9])=[O:6].[N:14]1[CH:19]=[CH:18][CH:17]=[CH:16][C:15]=1[CH2:20][N:21]1[C:26]2[CH:27]=[CH:28][CH:29]=[CH:30][C:25]=2[C:24](=O)[O:23]C1=O, predict the reaction product.